This data is from Forward reaction prediction with 1.9M reactions from USPTO patents (1976-2016). The task is: Predict the product of the given reaction. (1) Given the reactants [O:1]1CCO[CH:2]1[C:6]1[CH:11]=[CH:10][C:9]([C:12]2[C:21]([C:22]3[CH:27]=[CH:26][CH:25]=[CH:24][CH:23]=3)=[CH:20][C:19]3[C:18]4=[N:28][N:29]=[C:30]([OH:31])[N:17]4[CH:16]=[CH:15][C:14]=3[N:13]=2)=[CH:8][CH:7]=1, predict the reaction product. The product is: [OH:31][C:30]1[N:17]2[C:18]([C:19]3[CH:20]=[C:21]([C:22]4[CH:23]=[CH:24][CH:25]=[CH:26][CH:27]=4)[C:12]([C:9]4[CH:8]=[CH:7][C:6]([CH:2]=[O:1])=[CH:11][CH:10]=4)=[N:13][C:14]=3[CH:15]=[CH:16]2)=[N:28][N:29]=1. (2) Given the reactants [CH2:1]([O:8][C:9]1[CH:10]=[C:11]([OH:17])[CH:12]=[C:13]([CH2:15][OH:16])[CH:14]=1)[C:2]1[CH:7]=[CH:6][CH:5]=[CH:4][CH:3]=1, predict the reaction product. The product is: [CH2:1]([O:8][C:9]1[CH:14]=[C:13]([CH:12]=[C:11]([OH:17])[CH:10]=1)[CH:15]=[O:16])[C:2]1[CH:3]=[CH:4][CH:5]=[CH:6][CH:7]=1. (3) Given the reactants [CH:1]([C:4]1[CH:9]=[CH:8][C:7]([NH:10][C:11]([CH:13]([NH:20][C:21](=[O:27])[O:22]C(C)(C)C)[C:14]2[CH:19]=[CH:18][CH:17]=[CH:16][CH:15]=2)=[O:12])=[CH:6][CH:5]=1)([CH3:3])[CH3:2], predict the reaction product. The product is: [CH:21]([OH:27])=[O:22].[NH2:20][CH:13]([C:14]1[CH:15]=[CH:16][CH:17]=[CH:18][CH:19]=1)[C:11]([NH:10][C:7]1[CH:8]=[CH:9][C:4]([CH:1]([CH3:3])[CH3:2])=[CH:5][CH:6]=1)=[O:12]. (4) Given the reactants [CH2:1]([O:8][C:9]([NH:11][CH2:12][C@H:13]([OH:28])[CH2:14][N:15]1[CH2:20][CH2:19][N:18]([C:21](OC(C)(C)C)=O)[CH2:17][CH2:16]1)=[O:10])[C:2]1[CH:7]=[CH:6][CH:5]=[CH:4][CH:3]=1.Cl.C=O.C(O[BH-](OC(=O)C)OC(=O)C)(=O)C.[Na+], predict the reaction product. The product is: [OH:28][C@H:13]([CH2:14][N:15]1[CH2:20][CH2:19][N:18]([CH3:21])[CH2:17][CH2:16]1)[CH2:12][NH:11][C:9](=[O:10])[O:8][CH2:1][C:2]1[CH:7]=[CH:6][CH:5]=[CH:4][CH:3]=1. (5) Given the reactants [OH:1][C:2]1[CH:7]=[CH:6][CH:5]=[CH:4][C:3]=1[CH:8]([NH:13][C:14]([CH2:16][C:17]1[CH:31]=[CH:30][C:20]([O:21][C:22]([CH3:29])([CH3:28])[C:23]([O:25][CH2:26][CH3:27])=[O:24])=[CH:19][CH:18]=1)=[O:15])[CH2:9][CH2:10][CH2:11][CH3:12].C(=O)([O-])[O-].[K+].[K+].[CH2:38](Br)[CH:39]([CH3:41])[CH3:40], predict the reaction product. The product is: [CH2:38]([O:1][C:2]1[CH:7]=[CH:6][CH:5]=[CH:4][C:3]=1[CH:8]([NH:13][C:14]([CH2:16][C:17]1[CH:18]=[CH:19][C:20]([O:21][C:22]([CH3:29])([CH3:28])[C:23]([O:25][CH2:26][CH3:27])=[O:24])=[CH:30][CH:31]=1)=[O:15])[CH2:9][CH2:10][CH2:11][CH3:12])[CH:39]([CH3:41])[CH3:40]. (6) Given the reactants [Br:1][C:2]1[CH:3]=[C:4]2[C:9](=[C:10]([F:12])[CH:11]=1)[NH:8][C:7](=S)[CH2:6][CH2:5]2.[C:14]([NH:17][NH2:18])(=O)[CH3:15], predict the reaction product. The product is: [Br:1][C:2]1[CH:3]=[C:4]2[C:9](=[C:10]([F:12])[CH:11]=1)[N:8]1[C:14]([CH3:15])=[N:17][N:18]=[C:7]1[CH2:6][CH2:5]2.